Dataset: Full USPTO retrosynthesis dataset with 1.9M reactions from patents (1976-2016). Task: Predict the reactants needed to synthesize the given product. (1) Given the product [OH:8][C@H:5]1[CH2:6][CH2:7][C@H:2]([NH:1][C:10](=[O:9])[O:12][C:13]([CH3:16])([CH3:15])[CH3:14])[CH2:3][CH2:4]1, predict the reactants needed to synthesize it. The reactants are: [NH2:1][C@H:2]1[CH2:7][CH2:6][C@H:5]([OH:8])[CH2:4][CH2:3]1.[O:9](C(OC(C)(C)C)=O)[C:10]([O:12][C:13]([CH3:16])([CH3:15])[CH3:14])=O.CO.O1CCOCC1. (2) Given the product [C:1]([C:5]1[S:6][C:7]([C:19]2[CH:24]=[CH:23][N:22]=[C:21]([S:25][CH3:26])[N:20]=2)=[C:8]([C:10]2[C:11]([Cl:18])=[C:12]([NH:13][S:34]([CH3:33])(=[O:36])=[O:35])[CH:14]=[C:15]([F:17])[CH:16]=2)[N:9]=1)([CH3:4])([CH3:2])[CH3:3], predict the reactants needed to synthesize it. The reactants are: [C:1]([C:5]1[S:6][C:7]([C:19]2[CH:24]=[CH:23][N:22]=[C:21]([S:25][CH3:26])[N:20]=2)=[C:8]([C:10]2[C:11]([Cl:18])=[C:12]([CH:14]=[C:15]([F:17])[CH:16]=2)[NH2:13])[N:9]=1)([CH3:4])([CH3:3])[CH3:2].N1C=CC=CC=1.[CH3:33][S:34](Cl)(=[O:36])=[O:35].